Binary Classification. Given a miRNA mature sequence and a target amino acid sequence, predict their likelihood of interaction. From a dataset of Experimentally validated miRNA-target interactions with 360,000+ pairs, plus equal number of negative samples. (1) The miRNA is mmu-miR-103-3p with sequence AGCAGCAUUGUACAGGGCUAUGA. Result: 1 (interaction). The protein sequence of the target gene is MAGKKVCIVGSGNWGSAIAKIVGSNAGRLAHFDPRVTMWVFEEDIGGRKLTEIINTQHENVKYLPGHKLPPNVVAIPDVVQAATGADILVFVVPHQFIGKICDQLKGHLKANTIGISLIKGVDEGPNGLKLISEVIGERLGIPMSVLMGANIASEVAEEKFCETTIGCKDPAQGQLLKDLMQTPNFRITVVQEVDTVEICGALKNIVAVGAGFCDGLGFGDNTKAAVIRLGLMEMIAFAKLFCSGTVSSATFLESCGVADLITTCYGGRNRKVAEAFARTGKSIEQLEKEMLNGQKLQGP.... (2) The miRNA is hsa-miR-4659b-3p with sequence UUUCUUCUUAGACAUGGCAGCU. The protein sequence of the target gene is MEPGGARLRLQRTEGLGGERERQPCGDGNTETHRAPDLVQWTRHMEAVKAQLLEQAQGQLRELLDRAMREAIQSYPSQDKPLPPPPPGSLSRTQEPSLGKQKVFIIRKSLLDELMEVQHFRTIYHMFIAGLCVFIISTLAIDFIDEGRLLLEFDLLIFSFGQLPLALVTWVPMFLSTLLAPYQALRLWARGTWTQATGLGCALLAAHAVVLCALPVHVAVEHQLPPASRCVLVFEQVRFLMKSYSFLREAVPGTLRARRGEGIQAPSFSSYLYFLFCPTLIYRETYPRTPYVRWNYVAKN.... Result: 0 (no interaction). (3) The miRNA is hsa-miR-6849-3p with sequence ACCAGCCUGUGUCCACCUCCAG. The protein sequence of the target gene is MEDAGAAGPGPEPEPEPEPEPEPAPEPEPEPKPGAGTSEAFSRLWTDVMGILDGSLGNIDDLAQQYADYYNTCFSDVCERMEELRKRRVSQDLEVEKPDASPTSLQLRSQIEESLGFCSAVSTPEVERKNPLHKSNSEDSSVGKGDWKKKNKYFWQNFRKNQKGIMRQTSKGEDVGYVASEITMSDEERIQLMMMVKEKMITIEEALARLKEYEAQHRQSAALDPADWPDGSYPTFDGSSNCNSREQSDDETEESVKFKRLHKLVNSTRRVRKKLIRVEEMKKPSTEGGEEHVFENSPVL.... Result: 1 (interaction). (4) The miRNA is mmu-miR-466o-3p with sequence UACAUACAUGCACACAUAAGAC. The protein sequence of the target gene is MSDLRITEAFLYMDYLCFRALCCKGPPPARPEYDLVCIGLTGSGKTSLLSELCSESPENVVSTTGFSIKAVPFQNAVLNVKELGGADNIRKYWSRYYQGSQGVIFVLDSASSEDDLETARNELHSALQHPQLCTLPFLILANHQDKPAARSVQEIKKYFELEPLARGKRWILQPCSLDDVDTLKDSFSQLINLLEEKDHEAVRM. Result: 1 (interaction). (5) The miRNA is hsa-miR-6868-5p with sequence ACUGGCAGAACACUGAAGCAGC. The protein sequence of the target gene is MAASSISSPWGKHVFKAILMVLVALILLHSALAQSRRDFAPPGQQKREAPVDVLTQIGRSVRGTLDAWIGPETMHLVSESSSQVLWAISSAISVAFFALSGIAAQLLNALGLAGDYLAQGLKLSPGQVQTFLLWGAGALVVYWLLSLLLGLVLALLGRILWGLKLVIFLAGFVALMRSVPDPSTRALLLLALLILYALLSRLTGSRASGAQLEAKVRGLERQVEELRWRQRRAAKGARSVEEE. Result: 1 (interaction). (6) The miRNA is hsa-miR-4468 with sequence AGAGCAGAAGGAUGAGAU. The protein sequence of the target gene is MGGNHSHKPPVFDENEEVNFDHFQILRAIGKGSFGKVCIVQKRDTKKMYAMKYMNKQKCVERDEVRNVFRELQIMQGLEHPFLVNLWYSFQDEEDMFMVVDLLLGGDLRYHLQQNVHFTEGTVKLYICELALALEYLQRYHIIHRDIKPDNILLDEHGHVHITDFNIATVLKGSEKASSMAGTKPYMAPEVFQVYVDGGPGYSYPVDWWSLGVTAYELLRGWRPYEIHSATPIDEILNMFKVERVHYSSTWCEGMVSLLKKLLTKDPESRLSSLRDIQSMTYLADMNWDAVFEKALMPGF.... Result: 0 (no interaction). (7) The miRNA is mmu-miR-687 with sequence CUAUCCUGGAAUGCAGCAAUGA. The protein sequence of the target gene is MRRGGLLEVALAFALLLESYTSHGADANLEAGSLKETRANRAKRRGGGGHDALKGPNVCGSRYNAYCCPGWKTLPGGNQCIVPICRHSCGDGFCSRPNMCTCPSGQISPSCGSRSIQHCSIRCMNGGSCSDDHCLCQKGYIGTHCGQPVCESGCLNGGRCVAPNRCACTYGFTGPQCERDYRTGPCFTVVSNQMCQGQLSGIVCTKTLCCATVGRAWGHPCEMCPAQPHPCRRGFIPNIRTGACQDVDECQAIPGMCQGGNCINTVGSFECKCPAGHKFNEVSQKCEDIDECSTIPGVCD.... Result: 0 (no interaction). (8) The miRNA is mmu-miR-466c-3p with sequence AUACAUACACGCACACAUAAGA. The protein sequence of the target gene is MKTKLSTCNVWSLLLVLLVWDPVRLVLANIQEDEAKNNITIFTRILDRLLDGYDNRLRPGLGDSITEVFTNIYVTSFGPVSDTDMEYTIDVFFRQKWKDERLKFKGPMNILRLNNLMASKIWTPDTFFHNGKKSVAHNMTMPNKLLRIQDDGTLLYTMRLTVQAECPMHLEDFPMDAHSCPLKFGSYAYTTSEVTYIWTYNASDSVQVAPDGSRLNQYDLLGQSIGKETIKSSTGEYTVMTAHFHLKRKIGYFVIQTYLPCIMTVILSQVSFWLNRESVPARTVFGVTTVLTMTTLSISA.... Result: 1 (interaction).